The task is: Predict the reactants needed to synthesize the given product.. This data is from Full USPTO retrosynthesis dataset with 1.9M reactions from patents (1976-2016). (1) Given the product [Br:1][C:13]1[CH:14]=[N:15][C:7]([OH:6])=[C:8]([CH:12]=1)[C:9]([OH:11])=[O:10], predict the reactants needed to synthesize it. The reactants are: [Br:1][O-].[Na+].BrBr.[OH:6][C:7]1[N:15]=[CH:14][CH:13]=[CH:12][C:8]=1[C:9]([OH:11])=[O:10].Cl. (2) The reactants are: [CH3:1][O:2][C:3]1[CH:11]=[CH:10][C:6]([C:7](Cl)=[O:8])=[CH:5][CH:4]=1.[CH3:12][O:13][C:14]1[CH:15]=[C:16]2[C:21](=[CH:22][CH:23]=1)[CH2:20][NH:19][CH2:18][CH2:17]2.C(N(CC)CC)C. Given the product [CH3:12][O:13][C:14]1[CH:15]=[C:16]2[C:21](=[CH:22][CH:23]=1)[CH2:20][N:19]([C:7]([C:6]1[CH:10]=[CH:11][C:3]([O:2][CH3:1])=[CH:4][CH:5]=1)=[O:8])[CH2:18][CH2:17]2, predict the reactants needed to synthesize it. (3) Given the product [Br:1][C:2]1[C:10]([N+:11]([O-:13])=[O:12])=[CH:9][CH:8]=[CH:7][C:3]=1[C:4]([NH:23][CH3:22])=[O:5], predict the reactants needed to synthesize it. The reactants are: [Br:1][C:2]1[C:10]([N+:11]([O-:13])=[O:12])=[CH:9][CH:8]=[CH:7][C:3]=1[C:4](O)=[O:5].CN.O1CCCC1.C[CH2:22][N:23](C(C)C)C(C)C. (4) Given the product [N:29]1([CH2:19][CH2:18][N:12]2[C:11](=[O:28])[N:10]([CH2:9][O:8][CH2:1][C:2]3[CH:3]=[CH:4][CH:5]=[CH:6][CH:7]=3)[C:15](=[O:16])[C:14]([Br:17])=[N:13]2)[C:37]2[C:32](=[CH:33][CH:34]=[CH:35][CH:36]=2)[CH:31]=[N:30]1, predict the reactants needed to synthesize it. The reactants are: [CH2:1]([O:8][CH2:9][N:10]1[C:15](=[O:16])[C:14]([Br:17])=[N:13][N:12]([CH2:18][C:19](F)(F)C2C=CC=CC=2)[C:11]1=[O:28])[C:2]1[CH:7]=[CH:6][CH:5]=[CH:4][CH:3]=1.[N:29]1(CCO)[C:37]2[C:32](=[CH:33][CH:34]=[CH:35][CH:36]=2)[CH:31]=[N:30]1. (5) Given the product [C:64]([C:65]1[CH:61]=[CH:60][CH:59]=[CH:32][C:33]=1[N:28]1[CH2:11][CH2:12][N:13]([CH2:16][CH2:17][CH:18]2[CH2:19][C:20]3([CH2:24][CH2:25][CH2:27][CH2:26]3)[C:21](=[O:23])[O:22]2)[CH2:14][CH2:15]1)([CH3:69])([CH3:66])[CH3:63], predict the reactants needed to synthesize it. The reactants are: N1C2C=CC=CC=2N=C1C1[CH2:15][CH2:14][N:13]([CH2:16][CH2:17][CH:18]2[O:22][C:21](=[O:23])[C:20]([CH2:26][CH3:27])([CH2:24][CH3:25])[CH2:19]2)[CH2:12][CH2:11]1.[NH:28]1[CH2:33][CH2:32]NCC1.N1(C2C=CC=CC=2C#N)CCNCC1.CC1C=CC(S(O[CH2:59][CH2:60][CH:61]2[CH2:65][C:64]3([CH2:69]CC[CH2:66]3)[C:63](=O)O2)(=O)=O)=CC=1.CC1C=CC(S(OCCC2CC(CC)(CC)C(=O)O2)(=O)=O)=CC=1. (6) Given the product [NH:33]1[CH2:32][CH:31]([NH:30][C:29]([NH:28][C:25]2[CH:26]=[CH:27][C:22]([O:21][C:18]3[CH:17]=[CH:16][N:15]=[C:14]4[CH:13]=[C:12]([C:9]5[CH:8]=[CH:7][C:6]([CH:2]=[O:1])=[CH:11][N:10]=5)[S:20][C:19]=34)=[C:23]([F:43])[CH:24]=2)=[O:42])[CH2:34]1, predict the reactants needed to synthesize it. The reactants are: [O:1]1CCO[CH:2]1[C:6]1[CH:7]=[CH:8][C:9]([C:12]2[S:20][C:19]3[C:14](=[N:15][CH:16]=[CH:17][C:18]=3[O:21][C:22]3[CH:27]=[CH:26][C:25]([NH:28][C:29](=[O:42])[NH:30][CH:31]4[CH2:34][N:33](C(OC(C)(C)C)=O)[CH2:32]4)=[CH:24][C:23]=3[F:43])[CH:13]=2)=[N:10][CH:11]=1.Cl. (7) Given the product [CH:14]1([O:1][CH:2]([CH2:7][CH2:8][CH2:9][CH2:10][CH:11]=[CH2:12])[C:3]([O:5][CH3:6])=[O:4])[CH2:20][CH2:18][CH2:17][CH2:16][CH2:15]1, predict the reactants needed to synthesize it. The reactants are: [OH:1][CH:2]([CH2:7][CH2:8][CH2:9][CH2:10][CH:11]=[CH2:12])[C:3]([O:5][CH3:6])=[O:4].O1[CH:18]=[CH:17][CH2:16][CH2:15][CH2:14]1.Cl[CH2:20]Cl.